Dataset: Peptide-MHC class I binding affinity with 185,985 pairs from IEDB/IMGT. Task: Regression. Given a peptide amino acid sequence and an MHC pseudo amino acid sequence, predict their binding affinity value. This is MHC class I binding data. (1) The MHC is HLA-A31:01 with pseudo-sequence HLA-A31:01. The binding affinity (normalized) is 0.424. The peptide sequence is EQLSKYVEK. (2) The peptide sequence is KPKVASEAF. The MHC is HLA-B27:03 with pseudo-sequence HLA-B27:03. The binding affinity (normalized) is 0.0847.